This data is from Catalyst prediction with 721,799 reactions and 888 catalyst types from USPTO. The task is: Predict which catalyst facilitates the given reaction. (1) Reactant: Br[C:2]1[C:3]([N:17]2[CH2:22][CH2:21][CH2:20][C@@H:19]([NH:23]C(=O)OC(C)(C)C)[CH2:18]2)=[C:4]2[C:10]([NH:11][C:12]([CH:14]3[CH2:16][CH2:15]3)=[O:13])=[CH:9][NH:8][C:5]2=[N:6][CH:7]=1.CC1(C)C2C=CC=C(P(C3C=CC=CC=3)C3C=CC=CC=3)C=2OC2C1=CC=CC=2P(C1C=CC=CC=1)C1C=CC=CC=1.[CH3:73][CH:74]([SH:76])[CH3:75].C(N(C(C)C)C(C)C)C.C(Cl)[Cl:87]. Product: [ClH:87].[NH2:23][C@@H:19]1[CH2:20][CH2:21][CH2:22][N:17]([C:3]2[C:2]([S:76][CH:74]([CH3:75])[CH3:73])=[CH:7][N:6]=[C:5]3[NH:8][CH:9]=[C:10]([NH:11][C:12]([CH:14]4[CH2:16][CH2:15]4)=[O:13])[C:4]=23)[CH2:18]1. The catalyst class is: 488. (2) Reactant: [CH3:1][C:2]1[CH:7]=[C:6]([CH2:8][N:9]2C(=O)C3C(=CC=CC=3)C2=O)[CH:5]=[C:4]([CH3:20])[N:3]=1.C(O)(=O)C.[ClH:25]. Product: [ClH:25].[CH3:1][C:2]1[CH:7]=[C:6]([CH2:8][NH2:9])[CH:5]=[C:4]([CH3:20])[N:3]=1. The catalyst class is: 6. (3) Reactant: [H-].[Na+].[N:3]1[C:12]2[C:7](=[CH:8][CH:9]=[C:10]([OH:13])[CH:11]=2)[CH:6]=[CH:5][CH:4]=1.[CH3:14]I. Product: [CH3:14][O:13][C:10]1[CH:11]=[C:12]2[C:7]([CH:6]=[CH:5][CH:4]=[N:3]2)=[CH:8][CH:9]=1. The catalyst class is: 9. (4) Reactant: [Cl:1][C:2]1[CH:7]=[CH:6][C:5]([C:8]2[N:9]([CH2:14][CH:15]([OH:20])[C:16]([F:19])([F:18])[F:17])[C:10](=[O:13])[NH:11][N:12]=2)=[CH:4][CH:3]=1.Cl[CH2:22][C:23]([O:25][CH3:26])=[O:24].C(=O)([O-])[O-].[K+].[K+].[I-].[K+]. The catalyst class is: 10. Product: [Cl:1][C:2]1[CH:7]=[CH:6][C:5]([C:8]2[N:9]([CH2:14][CH:15]([OH:20])[C:16]([F:18])([F:19])[F:17])[C:10](=[O:13])[N:11]([CH2:22][C:23]([O:25][CH3:26])=[O:24])[N:12]=2)=[CH:4][CH:3]=1.